From a dataset of Full USPTO retrosynthesis dataset with 1.9M reactions from patents (1976-2016). Predict the reactants needed to synthesize the given product. (1) Given the product [C:1]1([N:7]2[CH:11]=[C:10]([CH:12]3[CH2:13][CH2:14][NH:15][CH2:16][CH2:17]3)[C:9](=[O:18])[NH:8]2)[CH:2]=[CH:3][CH:4]=[CH:5][CH:6]=1, predict the reactants needed to synthesize it. The reactants are: [C:1]1([N:7]2[CH:11]=[C:10]([C:12]3[CH:17]=[CH:16][N:15]=[CH:14][CH:13]=3)[C:9](=[O:18])[NH:8]2)[CH:6]=[CH:5][CH:4]=[CH:3][CH:2]=1.O. (2) Given the product [F:33][C:27]1[CH:28]=[C:29]([F:32])[CH:30]=[CH:31][C:26]=1[N:11]1[C:12]2[N:19]=[C:18]([N:20]3[CH2:21][CH2:22][CH2:23][CH2:24]3)[C:17]([F:25])=[CH:16][C:13]=2[C:14](=[O:15])[N:9]([OH:8])[C:10]1=[O:34], predict the reactants needed to synthesize it. The reactants are: C([O:8][N:9]1[C:14](=[O:15])[C:13]2[CH:16]=[C:17]([F:25])[C:18]([N:20]3[CH2:24][CH2:23][CH2:22][CH2:21]3)=[N:19][C:12]=2[N:11]([C:26]2[CH:31]=[CH:30][C:29]([F:32])=[CH:28][C:27]=2[F:33])[C:10]1=[O:34])C1C=CC=CC=1.